Predict which catalyst facilitates the given reaction. From a dataset of Catalyst prediction with 721,799 reactions and 888 catalyst types from USPTO. (1) Reactant: [O:1]1[CH2:6][CH2:5][N:4]([C:7]2[CH:13]=[CH:12][C:10]([NH2:11])=[CH:9][CH:8]=2)[CH2:3][CH2:2]1.Cl[C:15]1[N:20]=[C:19]2[NH:21][N:22]=[CH:23][C:18]2=[C:17]([NH:24][C@@H:25]2[CH2:30][CH2:29][C@H:28]([NH:31]C(=O)OC(C)(C)C)[CH2:27][CH2:26]2)[N:16]=1. Product: [NH2:31][C@@H:28]1[CH2:29][CH2:30][C@H:25]([NH:24][C:17]2[N:16]=[C:15]([NH:11][C:10]3[CH:12]=[CH:13][C:7]([N:4]4[CH2:3][CH2:2][O:1][CH2:6][CH2:5]4)=[CH:8][CH:9]=3)[N:20]=[C:19]3[NH:21][N:22]=[CH:23][C:18]=23)[CH2:26][CH2:27]1. The catalyst class is: 51. (2) Reactant: Br[C:2]1[CH:3]=[CH:4][C:5]2[O:9][C:8]([C:10]([O:12][CH3:13])=[O:11])=[C:7]([CH3:14])[C:6]=2[CH:15]=1.[NH:16]1[CH2:21][CH2:20][O:19][CH2:18][CH2:17]1.C(=O)([O-])[O-].[Cs+].[Cs+].CC1(C)C2C=CC=C(P(C3C=CC=CC=3)C3C=CC=CC=3)C=2OC2C1=CC=CC=2P(C1C=CC=CC=1)C1C=CC=CC=1. Product: [CH3:14][C:7]1[C:6]2[CH:15]=[C:2]([N:16]3[CH2:21][CH2:20][O:19][CH2:18][CH2:17]3)[CH:3]=[CH:4][C:5]=2[O:9][C:8]=1[C:10]([O:12][CH3:13])=[O:11]. The catalyst class is: 101.